This data is from Peptide-MHC class I binding affinity with 185,985 pairs from IEDB/IMGT. The task is: Regression. Given a peptide amino acid sequence and an MHC pseudo amino acid sequence, predict their binding affinity value. This is MHC class I binding data. (1) The peptide sequence is IPQSLDSWYTSL. The MHC is H-2-Ld with pseudo-sequence H-2-Ld. The binding affinity (normalized) is 0.733. (2) The peptide sequence is ISFEAPVSI. The MHC is H-2-Ld with pseudo-sequence H-2-Ld. The binding affinity (normalized) is 0.117.